From a dataset of Reaction yield outcomes from USPTO patents with 853,638 reactions. Predict the reaction yield, written as a fraction of the theoretical maximum amount of product (1.0 means a 100% yield; for example, 0.34 means a 34% yield). (1) The reactants are Br[C:2]1[CH:10]=[CH:9][C:5]([C:6]([OH:8])=[O:7])=[C:4]([CH3:11])[CH:3]=1.C([O-])([O-])=O.[Na+].[Na+].O.[C:19]1(B(O)O)[CH:24]=[CH:23][CH:22]=[CH:21][CH:20]=1. The catalyst is C(O)C.C1C=CC([P]([Pd]([P](C2C=CC=CC=2)(C2C=CC=CC=2)C2C=CC=CC=2)([P](C2C=CC=CC=2)(C2C=CC=CC=2)C2C=CC=CC=2)[P](C2C=CC=CC=2)(C2C=CC=CC=2)C2C=CC=CC=2)(C2C=CC=CC=2)C2C=CC=CC=2)=CC=1. The product is [CH3:11][C:4]1[CH:3]=[C:2]([C:19]2[CH:24]=[CH:23][CH:22]=[CH:21][CH:20]=2)[CH:10]=[CH:9][C:5]=1[C:6]([OH:8])=[O:7]. The yield is 0.850. (2) The reactants are [CH:1]([C:3]1[CH:10]=[CH:9][C:6]([CH2:7][Cl:8])=[CH:5][CH:4]=1)=[CH2:2].[CH3:11][P:12]([CH3:14])[CH3:13]. The catalyst is CC#N. The product is [Cl-:8].[CH3:11][P+:12]([CH3:14])([CH3:13])[CH2:7][C:6]1[CH:9]=[CH:10][C:3]([CH:1]=[CH2:2])=[CH:4][CH:5]=1. The yield is 0.970. (3) The reactants are [F:1][C:2]1[CH:10]=[CH:9][C:5]([C:6]([OH:8])=O)=[CH:4][CH:3]=1.C1C=CC2N(O)N=NC=2C=1.CCN=C=NCCCN(C)C.[NH2:32][CH:33]1[CH:40]2[CH2:41][CH:36]3[CH2:37][CH:38]([CH2:42][CH:34]1[CH2:35]3)[CH2:39]2.Cl.CCN(C(C)C)C(C)C. The catalyst is CN(C=O)C. The product is [F:1][C:2]1[CH:3]=[CH:4][C:5]([C:6]([NH:32][CH:33]2[CH:34]3[CH2:42][CH:38]4[CH2:37][CH:36]([CH2:41][CH:40]2[CH2:39]4)[CH2:35]3)=[O:8])=[CH:9][CH:10]=1. The yield is 0.980. (4) The reactants are [O:1]1[CH2:5][CH2:4][CH:3]([O:6][CH:7]([C:9]2[CH:18]=[CH:17][C:12]([C:13]([O:15]C)=[O:14])=[CH:11][CH:10]=2)[CH3:8])[CH2:2]1.O.[OH-].[Li+].Cl. The catalyst is CO.O. The product is [O:1]1[CH2:5][CH2:4][CH:3]([O:6][CH:7]([C:9]2[CH:18]=[CH:17][C:12]([C:13]([OH:15])=[O:14])=[CH:11][CH:10]=2)[CH3:8])[CH2:2]1. The yield is 0.890.